This data is from Full USPTO retrosynthesis dataset with 1.9M reactions from patents (1976-2016). The task is: Predict the reactants needed to synthesize the given product. (1) Given the product [F:32][C:31]([F:34])([F:33])[C:29]([OH:35])=[O:30].[CH3:1][S:2]([NH:5][C:6]1[CH:7]=[CH:8][C:9]([C:12]2[CH:17]=[CH:16][N:15]=[C:14]3[NH:18][C:19]([CH2:21][C:22]([OH:24])=[O:23])=[CH:20][C:13]=23)=[CH:10][CH:11]=1)(=[O:3])=[O:4], predict the reactants needed to synthesize it. The reactants are: [CH3:1][S:2]([NH:5][C:6]1[CH:11]=[CH:10][C:9]([C:12]2[CH:17]=[CH:16][N:15]=[C:14]3[NH:18][C:19]([CH2:21][C:22]([O:24]C(C)(C)C)=[O:23])=[CH:20][C:13]=23)=[CH:8][CH:7]=1)(=[O:4])=[O:3].[C:29]([OH:35])([C:31]([F:34])([F:33])[F:32])=[O:30]. (2) Given the product [Cl:32][C:21]1[CH:22]=[C:23]([CH2:26][C:27]([O:29][CH2:30][CH3:31])=[O:28])[CH:24]=[CH:25][C:20]=1[NH:19][C:5]([N:33]1[C:41]2[C:36](=[CH:37][CH:38]=[CH:39][CH:40]=2)[CH2:35][CH2:34]1)=[O:11], predict the reactants needed to synthesize it. The reactants are: ClC(Cl)(O[C:5](=[O:11])OC(Cl)(Cl)Cl)Cl.N1C=CC=CC=1.[NH2:19][C:20]1[CH:25]=[CH:24][C:23]([CH2:26][C:27]([O:29][CH2:30][CH3:31])=[O:28])=[CH:22][C:21]=1[Cl:32].[NH:33]1[C:41]2[C:36](=[CH:37][CH:38]=[CH:39][CH:40]=2)[CH2:35][CH2:34]1. (3) Given the product [F:42][C:43]([F:48])([F:47])[C:44]([OH:46])=[O:45].[NH2:1][C:2]1[C:3]([CH3:41])=[CH:4][C:5]2[CH2:11][C@@H:10]([NH:12][C:13]([N:15]3[CH2:16][CH2:17][CH:18]([N:21]4[CH2:30][C:29]5[C:24](=[CH:25][CH:26]=[CH:27][CH:28]=5)[NH:23][C:22]4=[O:31])[CH2:19][CH2:20]3)=[O:14])[C:9](=[O:32])[N:8]([CH2:33][C:34]3[CH:39]=[CH:38][CH:37]=[CH:36][CH:35]=3)[CH2:7][C:6]=2[CH:40]=1, predict the reactants needed to synthesize it. The reactants are: [NH2:1][C:2]1[C:3]([CH3:41])=[CH:4][C:5]2[CH2:11][C@@H:10]([NH:12][C:13]([N:15]3[CH2:20][CH2:19][CH:18]([N:21]4[CH2:30][C:29]5[C:24](=[CH:25][CH:26]=[CH:27][CH:28]=5)[NH:23][C:22]4=[O:31])[CH2:17][CH2:16]3)=[O:14])[C:9](=[O:32])[N:8]([CH2:33][C:34]3[CH:39]=[CH:38][CH:37]=[CH:36][CH:35]=3)[CH2:7][C:6]=2[CH:40]=1.[F:42][C:43]([F:48])([F:47])[C:44]([OH:46])=[O:45].